This data is from Forward reaction prediction with 1.9M reactions from USPTO patents (1976-2016). The task is: Predict the product of the given reaction. (1) Given the reactants F[C:2]1[CH:3]=[C:4](B(O)O)[CH:5]=[CH:6][C:7]=1F.[Cl:12]CCl.Cl[C:16]1[N:17]=[C:18]([CH3:35])[C:19]2[CH:24]=[CH:23][N:22]([C:25]3[CH:34]=[CH:33][C:28]([C:29]([O:31][CH3:32])=[O:30])=[CH:27][CH:26]=3)[C:20]=2[N:21]=1.[C:36]([O-:39])([O-])=O.[Cs+].[Cs+], predict the reaction product. The product is: [Cl:12][C:2]1[CH:3]=[C:4]([C:16]2[N:17]=[C:18]([CH3:35])[C:19]3[CH:24]=[CH:23][N:22]([C:25]4[CH:34]=[CH:33][C:28]([C:29]([O:31][CH3:32])=[O:30])=[CH:27][CH:26]=4)[C:20]=3[N:21]=2)[CH:5]=[CH:6][C:7]=1[O:39][CH3:36]. (2) Given the reactants [NH:1]1[CH2:4][CH:3]([C:5]2[CH:10]=[CH:9][C:8]([NH:11][C:12]3[CH:20]=[C:19]([NH:21][CH2:22][C:23]4[CH:28]=[C:27]([F:29])[CH:26]=[CH:25][C:24]=4[F:30])[C:15]([C:16]([NH2:18])=[O:17])=[CH:14][N:13]=3)=[CH:7][CH:6]=2)[CH2:2]1.CCN(C(C)C)C(C)C.[C:40](O)(C(F)(F)F)=[O:41], predict the reaction product. The product is: [F:30][C:24]1[CH:25]=[CH:26][C:27]([F:29])=[CH:28][C:23]=1[CH2:22][NH:21][C:19]1[C:15]([C:16]([NH2:18])=[O:17])=[CH:14][N:13]=[C:12]([NH:11][C:8]2[CH:9]=[CH:10][C:5]([CH:3]3[CH2:4][N:1]([CH:40]=[O:41])[CH2:2]3)=[CH:6][CH:7]=2)[CH:20]=1. (3) Given the reactants [C:1]([C:3]1[N:7]([CH3:8])[N:6]=[C:5]([C:9]([F:15])([F:14])[C:10]([F:13])([F:12])[F:11])[C:4]=1[C:16]([F:19])([F:18])[F:17])#N.[OH-:20].[Na+].Cl.[OH2:23], predict the reaction product. The product is: [CH3:8][N:7]1[C:3]([C:1]([OH:23])=[O:20])=[C:4]([C:16]([F:19])([F:18])[F:17])[C:5]([C:9]([F:15])([F:14])[C:10]([F:13])([F:12])[F:11])=[N:6]1. (4) Given the reactants [N:1]1[CH:6]=[CH:5][CH:4]=[CH:3][C:2]=1[NH:7][C:8]([N:10]1[CH2:15][CH2:14][N:13]([C:16]([O:18][C:19]([CH3:22])([CH3:21])[CH3:20])=[O:17])[CH2:12][CH2:11]1)=[S:9].[C:23](=O)([O-])[O-].[K+].[K+].IC.CS(C)=O, predict the reaction product. The product is: [CH3:23][S:9][C:8](=[N:7][C:2]1[CH:3]=[CH:4][CH:5]=[CH:6][N:1]=1)[N:10]1[CH2:15][CH2:14][N:13]([C:16]([O:18][C:19]([CH3:22])([CH3:21])[CH3:20])=[O:17])[CH2:12][CH2:11]1.